Predict the product of the given reaction. From a dataset of Forward reaction prediction with 1.9M reactions from USPTO patents (1976-2016). (1) Given the reactants CS([C:4]1[N:9]=[CH:8][C:7]2=[CH:10][CH:11]=[C:12]([C:13]3[CH:18]=[CH:17][CH:16]=[C:15]([S:19]([CH3:22])(=[O:21])=[O:20])[CH:14]=3)[N:6]2[N:5]=1)=O.[O:23]=[S:24]1(=[O:38])[CH2:29][CH2:28][N:27]([CH2:30][C:31]2[CH:36]=[CH:35][C:34]([NH2:37])=[CH:33][CH:32]=2)[CH2:26][CH2:25]1.C(N(CC)C(C)C)(C)C, predict the reaction product. The product is: [O:38]=[S:24]1(=[O:23])[CH2:25][CH2:26][N:27]([CH2:30][C:31]2[CH:36]=[CH:35][C:34]([NH:37][C:4]3[N:9]=[CH:8][C:7]4=[CH:10][CH:11]=[C:12]([C:13]5[CH:18]=[CH:17][CH:16]=[C:15]([S:19]([CH3:22])(=[O:20])=[O:21])[CH:14]=5)[N:6]4[N:5]=3)=[CH:33][CH:32]=2)[CH2:28][CH2:29]1. (2) Given the reactants Cl.[CH3:2][C@H:3]1[O:8][C@@H:7]([CH3:9])[CH2:6][N:5]([C:10]2[CH:11]=[C:12]([C@@H:16]([NH2:18])[CH3:17])[CH:13]=[CH:14][CH:15]=2)[CH2:4]1.[F:19][C:20]1[CH:30]=[CH:29][CH:28]=[CH:27][C:21]=1[CH:22]=[CH:23][C:24](O)=[O:25].C(Cl)CCl.C(N(CC)CC)C, predict the reaction product. The product is: [CH3:9][C@H:7]1[O:8][C@@H:3]([CH3:2])[CH2:4][N:5]([C:10]2[CH:11]=[C:12]([C@@H:16]([NH:18][C:24](=[O:25])[CH:23]=[CH:22][C:21]3[CH:27]=[CH:28][CH:29]=[CH:30][C:20]=3[F:19])[CH3:17])[CH:13]=[CH:14][CH:15]=2)[CH2:6]1. (3) Given the reactants CO[C:3]([C:5]1[C:6]([OH:33])=[C:7]2[C:12](=[CH:13][N:14]=1)[N:11](CC1C=CC=CC=1)[C:10](=[O:22])[C:9]([C:23]1[CH:28]=[CH:27][CH:26]=[CH:25][C:24]=1[C:29]([F:32])([F:31])[F:30])=[CH:8]2)=[O:4].[NH2:34][CH2:35][CH2:36][C:37]([OH:39])=[O:38].C[O-].[Na+], predict the reaction product. The product is: [CH2:9]([N:14]1[CH:13]=[C:12]2[C:7](=[CH:8][CH:9]([C:23]3[CH:28]=[CH:27][CH:26]=[CH:25][C:24]=3[C:29]([F:32])([F:30])[F:31])[C:10](=[O:22])[NH:11]2)[C:6]([OH:33])=[C:5]1[C:3]([NH:34][CH2:35][CH2:36][C:37]([OH:39])=[O:38])=[O:4])[C:23]1[CH:28]=[CH:27][CH:26]=[CH:25][CH:24]=1. (4) Given the reactants O[C:2]([C:24]1[CH:41]=[CH:40][C:27]2[N:28](COCC[Si](C)(C)C)[C:29](=[O:31])[S:30][C:26]=2[CH:25]=1)([C:4]1[S:5][CH:6]=[C:7]([C:9]2[CH:14]=[CH:13][C:12]([CH2:15][CH2:16][O:17]C3CCCCO3)=[CH:11][N:10]=2)[N:8]=1)[CH3:3].FC(F)(F)C(O)=O, predict the reaction product. The product is: [OH:17][CH2:16][CH2:15][C:12]1[CH:13]=[CH:14][C:9]([C:7]2[N:8]=[C:4]([C:2]([C:24]3[CH:41]=[CH:40][C:27]4[NH:28][C:29](=[O:31])[S:30][C:26]=4[CH:25]=3)=[CH2:3])[S:5][CH:6]=2)=[N:10][CH:11]=1. (5) Given the reactants [CH:1]1([C:4]2[C:9]([CH:10]=O)=[C:8]([NH:12][C:13](=[O:18])C(C)(C)C)[CH:7]=[CH:6][N:5]=2)[CH2:3][CH2:2]1.[Cl:19][C:20]1[CH:21]=[C:22]2[C:27](=[CH:28][C:29]=1[NH2:30])[O:26][CH:25]([C:31]1[C:36]([F:37])=[CH:35][CH:34]=[CH:33][N:32]=1)[CH2:24][CH2:23]2, predict the reaction product. The product is: [Cl:19][C:20]1[CH:21]=[C:22]2[C:27](=[CH:28][C:29]=1[N:30]1[CH2:10][C:9]3[C:4]([CH:1]4[CH2:2][CH2:3]4)=[N:5][CH:6]=[CH:7][C:8]=3[NH:12][C:13]1=[O:18])[O:26][CH:25]([C:31]1[C:36]([F:37])=[CH:35][CH:34]=[CH:33][N:32]=1)[CH2:24][CH2:23]2.